This data is from Ames mutagenicity test results for genotoxicity prediction. The task is: Regression/Classification. Given a drug SMILES string, predict its toxicity properties. Task type varies by dataset: regression for continuous values (e.g., LD50, hERG inhibition percentage) or binary classification for toxic/non-toxic outcomes (e.g., AMES mutagenicity, cardiotoxicity, hepatotoxicity). Dataset: ames. (1) The drug is CC(=O)N(OC1OC(CO)C(O)C(O)C1O)c1ccc(Oc2ccc(Cl)cc2)cc1. The result is 1 (mutagenic). (2) The molecule is ClC1CO1. The result is 1 (mutagenic). (3) The drug is CC1=CC(=O)C(C)=CC1=O. The result is 0 (non-mutagenic). (4) The drug is C[C@@H](O)CCl. The result is 1 (mutagenic). (5) The compound is O=Nc1ccc2ccc3c([N+](=O)[O-])ccc4ccc1c2c43. The result is 1 (mutagenic). (6) The molecule is CNS(=O)(=O)c1ccc(N)cc1. The result is 0 (non-mutagenic).